From a dataset of Forward reaction prediction with 1.9M reactions from USPTO patents (1976-2016). Predict the product of the given reaction. (1) Given the reactants [C:1]([C:3]1[CH:26]=[CH:25][C:6]([C:7]([NH:9][C:10]2[CH:15]=[CH:14][C:13]([C:16]3[CH:21]([CH3:22])[CH2:20][C:19](=[O:23])[NH:18][N:17]=3)=[CH:12][C:11]=2O)=[O:8])=[CH:5][CH:4]=1)#[N:2].O.C1(C)C=CC(S(O)(=O)=O)=CC=1.C(O)(=O)C, predict the reaction product. The product is: [CH3:22][CH:21]1[CH2:20][C:19](=[O:23])[NH:18][N:17]=[C:16]1[C:13]1[CH:14]=[CH:15][C:10]2[N:9]=[C:7]([C:6]3[CH:25]=[CH:26][C:3]([C:1]#[N:2])=[CH:4][CH:5]=3)[O:8][C:11]=2[CH:12]=1. (2) Given the reactants [Na].[C:2]([O:10]CC)(=O)[CH2:3][C:4]([O:6]CC)=O.[CH2:13]([NH:16][C:17]([NH2:19])=[O:18])[CH:14]=[CH2:15], predict the reaction product. The product is: [CH2:13]([N:16]1[C:2](=[O:10])[CH2:3][C:4](=[O:6])[NH:19][C:17]1=[O:18])[CH:14]=[CH2:15]. (3) Given the reactants C[O:2][C:3](=[O:31])[C:4]1[CH:9]=[CH:8][C:7]([C:10]2[CH:14]([CH:15](O)[CH3:16])[C:13]([C:22]3[CH:27]=[C:26]([Cl:28])[CH:25]=[C:24]([Cl:29])[CH:23]=3)([C:18]([F:21])([F:20])[F:19])[O:12][N:11]=2)=[CH:6][C:5]=1[CH3:30].O.[OH-].[Li+].O1CCCC1, predict the reaction product. The product is: [Cl:29][C:24]1[CH:23]=[C:22]([C:13]2([C:18]([F:20])([F:19])[F:21])[O:12][N:11]=[C:10]([C:7]3[CH:8]=[CH:9][C:4]([C:3]([OH:31])=[O:2])=[C:5]([CH3:30])[CH:6]=3)[C:14]2=[CH:15][CH3:16])[CH:27]=[C:26]([Cl:28])[CH:25]=1. (4) Given the reactants [CH2:1]([O:8][C:9]1[C:16]([N:17]([CH3:19])[CH3:18])=[CH:15][CH:14]=[CH:13][C:10]=1[CH:11]=O)[C:2]1[CH:7]=[CH:6][CH:5]=[CH:4][CH:3]=1.C(O)(=O)C.CC(O)=O.N.[N+:29]([CH3:32])([O-:31])=[O:30], predict the reaction product. The product is: [CH2:1]([O:8][C:9]1[C:10](/[CH:11]=[CH:32]\[N+:29]([O-:31])=[O:30])=[CH:13][CH:14]=[CH:15][C:16]=1[N:17]([CH3:19])[CH3:18])[C:2]1[CH:7]=[CH:6][CH:5]=[CH:4][CH:3]=1. (5) Given the reactants [CH3:1][O:2][C:3]1[CH:8]=[CH:7][C:6]([N+:9]([O-])=O)=[CH:5][C:4]=1[C:12](=[O:14])[CH3:13], predict the reaction product. The product is: [NH2:9][C:6]1[CH:7]=[CH:8][C:3]([O:2][CH3:1])=[C:4]([C:12](=[O:14])[CH3:13])[CH:5]=1. (6) Given the reactants Br[C:2]1[CH:3]=[CH:4][C:5]2[N:6]([C:8]([C:11]3[CH:18]=[CH:17][C:14]([C:15]#[N:16])=[CH:13][CH:12]=3)=[CH:9][N:10]=2)[CH:7]=1.[CH3:19][N:20]1[CH2:25][CH2:24][N:23]([C:26]([C:28]2[CH:33]=[CH:32][C:31](B3OC(C)(C)C(C)(C)O3)=[CH:30][CH:29]=2)=[O:27])[CH2:22][CH2:21]1.C([O-])(O)=O.[Na+], predict the reaction product. The product is: [CH3:19][N:20]1[CH2:25][CH2:24][N:23]([C:26]([C:28]2[CH:33]=[CH:32][C:31]([C:2]3[CH:3]=[CH:4][C:5]4[N:6]([C:8]([C:11]5[CH:18]=[CH:17][C:14]([C:15]#[N:16])=[CH:13][CH:12]=5)=[CH:9][N:10]=4)[CH:7]=3)=[CH:30][CH:29]=2)=[O:27])[CH2:22][CH2:21]1. (7) Given the reactants [C:1]([N:4]1[CH2:9][CH2:8][C:7](=O)[CH:6](Br)[CH2:5]1)(=[O:3])[CH3:2].[N:12]1([C@H:18]2[CH2:21][C@H:20]([S:22][C:23]3[CH:28]=[CH:27][C:26]([C:29](=[S:31])[NH2:30])=[CH:25][CH:24]=3)[CH2:19]2)[CH2:17][CH2:16][CH2:15][CH2:14][CH2:13]1.Br.C(N1CCC(=O)C(Br)C1)(=O)C.C(OCC)(=O)C, predict the reaction product. The product is: [C:1]([N:4]1[CH2:9][CH2:8][C:7]2[N:30]=[C:29]([C:26]3[CH:25]=[CH:24][C:23]([S:22][C@H:20]4[CH2:19][C@H:18]([N:12]5[CH2:17][CH2:16][CH2:15][CH2:14][CH2:13]5)[CH2:21]4)=[CH:28][CH:27]=3)[S:31][C:6]=2[CH2:5]1)(=[O:3])[CH3:2].